From a dataset of Forward reaction prediction with 1.9M reactions from USPTO patents (1976-2016). Predict the product of the given reaction. (1) Given the reactants [N:1]1[CH:6]=[CH:5][CH:4]=[C:3](B(CC)CC)[CH:2]=1.C(=O)([O-])[O-].[Na+].[Na+].Br[C:19]1[CH:20]=[C:21]2[C:25](=[CH:26][C:27]=1[C:28]1[CH:33]=[CH:32][C:31]([O:34][CH2:35][C:36]3[CH:41]=[CH:40][CH:39]=[CH:38][CH:37]=3)=[CH:30][CH:29]=1)[N:24]([CH2:42][O:43][CH2:44][CH2:45][Si:46]([CH3:49])([CH3:48])[CH3:47])[N:23]=[C:22]2[NH:50][C:51](=[O:55])[CH2:52][CH2:53][CH3:54].C(OCC)(=O)C, predict the reaction product. The product is: [N:1]1[CH:6]=[CH:5][CH:4]=[C:3]([C:19]2[CH:20]=[C:21]3[C:25](=[CH:26][C:27]=2[C:28]2[CH:29]=[CH:30][C:31]([O:34][CH2:35][C:36]4[CH:41]=[CH:40][CH:39]=[CH:38][CH:37]=4)=[CH:32][CH:33]=2)[N:24]([CH2:42][O:43][CH2:44][CH2:45][Si:46]([CH3:47])([CH3:48])[CH3:49])[N:23]=[C:22]3[NH:50][C:51](=[O:55])[CH2:52][CH2:53][CH3:54])[CH:2]=1. (2) Given the reactants [CH:1]([O:4][C:5]1[CH:11]=[CH:10][C:8]([NH2:9])=[CH:7][CH:6]=1)([CH3:3])[CH3:2].[SH:12][C:13]1[CH:14]=[C:15]([CH:19]=[CH:20][CH:21]=1)[C:16](O)=[O:17], predict the reaction product. The product is: [CH:1]([O:4][C:5]1[CH:11]=[CH:10][C:8]([NH:9][C:16](=[O:17])[C:15]2[CH:19]=[CH:20][CH:21]=[C:13]([SH:12])[CH:14]=2)=[CH:7][CH:6]=1)([CH3:3])[CH3:2]. (3) Given the reactants [CH2:1]([O:3][C:4]1[CH:25]=[CH:24][CH:23]=[CH:22][C:5]=1[O:6][C@@H:7]1[CH2:12][CH2:11][CH2:10][N:9]([C:13]2[N:18]=[CH:17][C:16]([C:19](O)=[O:20])=[CH:15][N:14]=2)[CH2:8]1)[CH3:2].[NH2:26][C@H:27]1[CH2:31][CH2:30][CH2:29][C@H:28]1[C:32]([O:34]C)=[O:33].CN(C(ON1N=NC2C=CC=NC1=2)=[N+](C)C)C.F[P-](F)(F)(F)(F)F.[Li+].[OH-], predict the reaction product. The product is: [CH2:1]([O:3][C:4]1[CH:25]=[CH:24][CH:23]=[CH:22][C:5]=1[O:6][C@@H:7]1[CH2:12][CH2:11][CH2:10][N:9]([C:13]2[N:18]=[CH:17][C:16]([C:19]([NH:26][C@H:27]3[CH2:31][CH2:30][CH2:29][C@H:28]3[C:32]([OH:34])=[O:33])=[O:20])=[CH:15][N:14]=2)[CH2:8]1)[CH3:2]. (4) Given the reactants [Cl:1][C:2]1[CH:3]=[C:4]2[N:25]=[C:24]([O:26][C@H:27]3[C@H:31]4[O:32][CH2:33][C@@H:34]([OH:35])[C@H:30]4[O:29][CH2:28]3)[N:23]([CH2:36][O:37][CH2:38][CH2:39][Si:40]([CH3:43])([CH3:42])[CH3:41])[C:5]2=[N:6][C:7]=1[C:8]1[CH:13]=[CH:12][C:11](B2OC(C)(C)C(C)(C)O2)=[CH:10][CH:9]=1.Br[C:45]1[CH:50]=[CH:49][C:48]([NH:51][S:52]([CH3:57])(=[N:54][CH2:55][CH3:56])=[O:53])=[CH:47][CH:46]=1, predict the reaction product. The product is: [OH:35][C@H:34]1[C@H:30]2[O:29][CH2:28][C@@H:27]([O:26][C:24]3[N:23]([CH2:36][O:37][CH2:38][CH2:39][Si:40]([CH3:43])([CH3:41])[CH3:42])[C:5]4=[N:6][C:7]([C:8]5[CH:13]=[CH:12][C:11]([C:45]6[CH:46]=[CH:47][C:48]([NH:51][S:52]([CH3:57])(=[N:54][CH2:55][CH3:56])=[O:53])=[CH:49][CH:50]=6)=[CH:10][CH:9]=5)=[C:2]([Cl:1])[CH:3]=[C:4]4[N:25]=3)[C@H:31]2[O:32][CH2:33]1. (5) Given the reactants [Br:1][C:2]1[CH:3]=[C:4]([C:8]2[O:9][CH:10]=[CH:11][N:12]=2)[CH:5]=[CH:6][CH:7]=1.CO[C:15]1[CH2:16][CH2:17][CH2:18][CH2:19][N:20]=1.[O:21]1CCCC1, predict the reaction product. The product is: [Br:1][C:2]1[CH:3]=[C:4]([C:8]2[O:9][C:10](=[O:21])[CH:11]([C:15]3[CH2:16][CH2:17][CH2:18][CH2:19][N:20]=3)[N:12]=2)[CH:5]=[CH:6][CH:7]=1.